Predict the product of the given reaction. From a dataset of Forward reaction prediction with 1.9M reactions from USPTO patents (1976-2016). Given the reactants [C:1]([C:5]1[CH:15]=[CH:14][C:8]([O:9][CH2:10][C:11]([OH:13])=O)=[CH:7][CH:6]=1)([CH3:4])([CH3:3])[CH3:2].C(Cl)(=O)C(Cl)=O.[CH2:22]([C@H:29]1[CH2:33][O:32][C:31](=[O:34])[NH:30]1)[C:23]1[CH:28]=[CH:27][CH:26]=[CH:25][CH:24]=1.C([Li])CCC, predict the reaction product. The product is: [CH2:22]([C@H:29]1[CH2:33][O:32][C:31](=[O:34])[N:30]1[C:11](=[O:13])[CH2:10][O:9][C:8]1[CH:7]=[CH:6][C:5]([C:1]([CH3:2])([CH3:3])[CH3:4])=[CH:15][CH:14]=1)[C:23]1[CH:24]=[CH:25][CH:26]=[CH:27][CH:28]=1.